From a dataset of Reaction yield outcomes from USPTO patents with 853,638 reactions. Predict the reaction yield, written as a fraction of the theoretical maximum amount of product (1.0 means a 100% yield; for example, 0.34 means a 34% yield). (1) The reactants are C(OC(=O)[C@H:5]([CH2:18][C:19]1[CH:24]=[CH:23][CH:22]=[CH:21][CH:20]=1)[NH:6][C:7](=[O:17])[CH2:8][NH:9][C:10](OC(C)(C)C)=[O:11])C.FC(F)(F)C(O)=O. The catalyst is ClCCl. The product is [CH2:18]([C@@H:5]1[NH:6][C:7](=[O:17])[CH2:8][NH:9][C:10]1=[O:11])[C:19]1[CH:24]=[CH:23][CH:22]=[CH:21][CH:20]=1. The yield is 0.700. (2) The reactants are C([O:3][C:4](=O)[C:5]([OH:23])([C:19]([F:22])([F:21])[F:20])[CH2:6][C:7]([C:10]1[CH:15]=[C:14]([F:16])[CH:13]=[CH:12][C:11]=1[O:17][CH3:18])([CH3:9])[CH3:8])C.[H-].[Al+3].[Li+].[H-].[H-].[H-]. The catalyst is C1COCC1. The product is [F:16][C:14]1[CH:13]=[CH:12][C:11]([O:17][CH3:18])=[C:10]([C:7]([CH3:9])([CH3:8])[CH2:6][C:5]([C:19]([F:21])([F:22])[F:20])([OH:23])[CH2:4][OH:3])[CH:15]=1. The yield is 0.920. (3) The yield is 0.870. The product is [N+:1]([CH2:4][CH:5]([C:12]1[CH:16]=[CH:15][S:14][CH:13]=1)[CH2:6][C:7]([OH:9])=[O:8])([O-:3])=[O:2]. The catalyst is CO. The reactants are [N+:1]([CH2:4][CH:5]([C:12]1[CH:16]=[CH:15][S:14][CH:13]=1)[CH2:6][C:7]([O:9]CC)=[O:8])([O-:3])=[O:2].[OH-].[Na+].Cl. (4) The reactants are [C:1]12([CH2:12][C:11](=[O:13])[O:10][C:8](=[O:9])[CH2:7]1)[CH2:6][CH2:5][CH2:4][CH2:3][CH2:2]2.N1C=CC=CC=1.[CH2:20]([OH:27])[C:21]1[CH:26]=[CH:25][CH:24]=[CH:23][CH:22]=1.C1(C)C=CC=CC=1. No catalyst specified. The product is [CH2:20]([O:27][C:11]([CH2:12][C:1]1([CH2:7][C:8]([OH:10])=[O:9])[CH2:6][CH2:5][CH2:4][CH2:3][CH2:2]1)=[O:13])[C:21]1[CH:26]=[CH:25][CH:24]=[CH:23][CH:22]=1. The yield is 0.890. (5) The reactants are [H-].[Na+].[Cl:3][C:4]1[N:9]=[CH:8][C:7]([C:10]2[NH:14][C:13]([C@@H:15]3[CH2:19][CH2:18][CH2:17][N:16]3[C:20]([O:22][C:23]([CH3:26])([CH3:25])[CH3:24])=[O:21])=[N:12][CH:11]=2)=[CH:6][N:5]=1.[CH3:27][Si:28]([CH2:31][CH2:32][O:33][CH2:34]Cl)([CH3:30])[CH3:29]. The catalyst is CN(C=O)C. The product is [Cl:3][C:4]1[N:9]=[CH:8][C:7]([C:10]2[N:14]([CH2:34][O:33][CH2:32][CH2:31][Si:28]([CH3:30])([CH3:29])[CH3:27])[C:13]([C@@H:15]3[CH2:19][CH2:18][CH2:17][N:16]3[C:20]([O:22][C:23]([CH3:26])([CH3:25])[CH3:24])=[O:21])=[N:12][CH:11]=2)=[CH:6][N:5]=1. The yield is 0.850.